From a dataset of Full USPTO retrosynthesis dataset with 1.9M reactions from patents (1976-2016). Predict the reactants needed to synthesize the given product. (1) Given the product [NH2:13][CH2:12][C@H:10]([OH:11])[CH2:9][O:8][CH2:1][C:2]1[CH:7]=[CH:6][CH:5]=[CH:4][CH:3]=1, predict the reactants needed to synthesize it. The reactants are: [CH2:1]([O:8][CH2:9][C@@H:10]1[CH2:12][O:11]1)[C:2]1[CH:7]=[CH:6][CH:5]=[CH:4][CH:3]=1.[NH4+:13].[OH-]. (2) The reactants are: [NH2:1][C:2]1[CH:3]=[C:4]([NH:9][C:10]2[N:15]=[C:14]3[S:16][C:17]([NH:19][C:20]([CH:22]4[CH2:24][CH2:23]4)=[O:21])=[N:18][C:13]3=[CH:12][CH:11]=2)[CH:5]=[CH:6][C:7]=1[F:8].[Cl:25][C:26]1[CH:31]=[CH:30][C:29]([N:32]=[C:33]=[O:34])=[CH:28][C:27]=1[C:35]([F:38])([F:37])[F:36]. Given the product [Cl:25][C:26]1[CH:31]=[CH:30][C:29]([NH:32][C:33]([NH:1][C:2]2[CH:3]=[C:4]([NH:9][C:10]3[N:15]=[C:14]4[S:16][C:17]([NH:19][C:20]([CH:22]5[CH2:23][CH2:24]5)=[O:21])=[N:18][C:13]4=[CH:12][CH:11]=3)[CH:5]=[CH:6][C:7]=2[F:8])=[O:34])=[CH:28][C:27]=1[C:35]([F:36])([F:37])[F:38], predict the reactants needed to synthesize it. (3) Given the product [Br:29][C:8]1[S:7][C:6]([CH:4]2[CH2:5][C:2]([F:1])([F:21])[CH2:3]2)=[N:10][C:9]=1[C@@H:11]1[CH2:16][CH2:15][CH2:14][CH2:13][C@H:12]1[C:17]([O:19][CH3:20])=[O:18], predict the reactants needed to synthesize it. The reactants are: [F:1][C:2]1([F:21])[CH2:5][CH:4]([C:6]2[S:7][CH:8]=[C:9]([C@@H:11]3[CH2:16][CH2:15][CH2:14][CH2:13][C@H:12]3[C:17]([O:19][CH3:20])=[O:18])[N:10]=2)[CH2:3]1.C1C(=O)N([Br:29])C(=O)C1. (4) Given the product [CH2:51]([O:53][C:54](=[O:75])[C@H:55]([OH:74])[CH2:56][N:57]([CH2:59][C:60]1[CH:61]=[CH:62][C:63]([C:66]2[CH:71]=[C:70]([Cl:72])[CH:69]=[CH:68][C:67]=2[F:73])=[CH:64][CH:65]=1)[NH:58][C:9]([C:7]1[NH:6][N:5]=[C:4]([C:1](=[O:3])[CH3:2])[CH:8]=1)=[O:11])[CH3:52], predict the reactants needed to synthesize it. The reactants are: [C:1]([C:4]1[CH:8]=[C:7]([C:9]([OH:11])=O)[NH:6][N:5]=1)(=[O:3])[CH3:2].CN(C(ON1N=NC2C=CC(=CC1=2)Cl)=[N+](C)C)C.F[P-](F)(F)(F)(F)F.CN(C=O)C.CCN(C(C)C)C(C)C.[CH2:51]([O:53][C:54](=[O:75])[C@H:55]([OH:74])[CH2:56][N:57]([CH2:59][C:60]1[CH:65]=[CH:64][C:63]([C:66]2[CH:71]=[C:70]([Cl:72])[CH:69]=[CH:68][C:67]=2[F:73])=[CH:62][CH:61]=1)[NH2:58])[CH3:52]. (5) Given the product [C:1]([O:5][C:6]([CH2:8][NH:9][C:10]1[N:15]=[C:14]([C:16]2[CH:21]=[CH:20][C:19]([CH2:22][CH2:23][C:24]([O:26][CH3:27])=[O:25])=[CH:18][C:17]=2[O:28][CH2:29][CH3:30])[CH:13]=[CH:12][CH:11]=1)=[O:7])([CH3:2])([CH3:4])[CH3:3], predict the reactants needed to synthesize it. The reactants are: [C:1]([O:5][C:6]([CH2:8][NH:9][C:10]1[N:15]=[C:14]([C:16]2[CH:21]=[CH:20][C:19](/[CH:22]=[CH:23]/[C:24]([O:26][CH3:27])=[O:25])=[CH:18][C:17]=2[O:28][CH2:29][CH3:30])[CH:13]=[CH:12][CH:11]=1)=[O:7])([CH3:4])([CH3:3])[CH3:2]. (6) Given the product [CH2:1]([O:3][C:4](=[O:30])[C:5]1[CH:10]=[C:9]([O:11][C:32]2[CH:39]=[CH:38][C:35]([C:36]#[N:37])=[CH:34][CH:33]=2)[CH:8]=[C:7]([O:12][C:13]2[C:18]([F:19])=[CH:17][C:16]([CH2:20][NH:21][C:22]([O:24][C:25]([CH3:26])([CH3:28])[CH3:27])=[O:23])=[CH:15][C:14]=2[F:29])[CH:6]=1)[CH3:2], predict the reactants needed to synthesize it. The reactants are: [CH2:1]([O:3][C:4](=[O:30])[C:5]1[CH:10]=[C:9]([OH:11])[CH:8]=[C:7]([O:12][C:13]2[C:18]([F:19])=[CH:17][C:16]([CH2:20][NH:21][C:22]([O:24][C:25]([CH3:28])([CH3:27])[CH3:26])=[O:23])=[CH:15][C:14]=2[F:29])[CH:6]=1)[CH3:2].F[C:32]1[CH:39]=[CH:38][C:35]([C:36]#[N:37])=[CH:34][CH:33]=1. (7) Given the product [CH3:1][O:2][C:3]1[CH:4]=[C:5]([C:11]2[C:20]3[C:21](=[O:24])[O:22][CH2:23][C:19]=3[C:18]([O:25][CH3:32])=[C:17]3[C:12]=2[CH:13]=[C:14]([O:28][CH3:29])[C:15]([O:26][CH3:27])=[CH:16]3)[CH:6]=[C:7]([O:9][CH3:10])[CH:8]=1, predict the reactants needed to synthesize it. The reactants are: [CH3:1][O:2][C:3]1[CH:4]=[C:5]([C:11]2[C:20]3[C:21](=[O:24])[O:22][CH2:23][C:19]=3[C:18]([OH:25])=[C:17]3[C:12]=2[CH:13]=[C:14]([O:28][CH3:29])[C:15]([O:26][CH3:27])=[CH:16]3)[CH:6]=[C:7]([O:9][CH3:10])[CH:8]=1.IC.[C:32](=O)([O-])[O-].[K+].[K+].[Cl-].[NH4+].